Dataset: Reaction yield outcomes from USPTO patents with 853,638 reactions. Task: Predict the reaction yield, written as a fraction of the theoretical maximum amount of product (1.0 means a 100% yield; for example, 0.34 means a 34% yield). (1) The reactants are [CH3:1][C:2]1[CH:7]=[CH:6][N:5]=[C:4]([N:8]2[C:16]3[CH:15]=[CH:14][N:13]=[CH:12][C:11]=3[N:10]=[N:9]2)[N:3]=1.[Cl:17][C:18]1[C:26]([C:27]([F:30])([F:29])[F:28])=[CH:25][CH:24]=[CH:23][C:19]=1[C:20](Cl)=[O:21].F[C:32](F)(F)S(O[Si](C)(C)C)(=O)=O.C[Mg+].[Br-]. The catalyst is C1COCC1. The product is [Cl:17][C:18]1[C:26]([C:27]([F:30])([F:29])[F:28])=[CH:25][CH:24]=[CH:23][C:19]=1[C:20]([N:13]1[CH:14]=[CH:15][C:16]2[N:8]([C:4]3[N:3]=[C:2]([CH3:1])[CH:7]=[CH:6][N:5]=3)[N:9]=[N:10][C:11]=2[CH:12]1[CH3:32])=[O:21]. The yield is 0.160. (2) The reactants are [Br:1][C:2]1[C:11]2[NH:10][C:9](=[O:12])[C:8]3[S:13][CH:14]=[CH:15][C:7]=3[C:6]=2[C:5]([C:16]2[CH:32]=[CH:31][C:19]([CH2:20][CH2:21][N:22](C)[C:23](=O)OC(C)(C)C)=[C:18]([F:33])[CH:17]=2)=[C:4]([O:34]C)[CH:3]=1.B(Br)(Br)Br.C(Cl)[Cl:41]. No catalyst specified. The product is [ClH:41].[Br:1][C:2]1[C:11]2[NH:10][C:9](=[O:12])[C:8]3[S:13][CH:14]=[CH:15][C:7]=3[C:6]=2[C:5]([C:16]2[CH:32]=[CH:31][C:19]([CH2:20][CH2:21][NH:22][CH3:23])=[C:18]([F:33])[CH:17]=2)=[C:4]([OH:34])[CH:3]=1. The yield is 0.210.